This data is from Peptide-MHC class I binding affinity with 185,985 pairs from IEDB/IMGT. The task is: Regression. Given a peptide amino acid sequence and an MHC pseudo amino acid sequence, predict their binding affinity value. This is MHC class I binding data. (1) The peptide sequence is EELRSLFNTI. The MHC is HLA-B15:09 with pseudo-sequence HLA-B15:09. The binding affinity (normalized) is 0.0847. (2) The peptide sequence is KQAWCWFGGK. The MHC is HLA-B27:05 with pseudo-sequence HLA-B27:05. The binding affinity (normalized) is 0.567. (3) The peptide sequence is GVDGGWQAL. The MHC is HLA-B58:01 with pseudo-sequence HLA-B58:01. The binding affinity (normalized) is 0.213. (4) The peptide sequence is DYKECEWPL. The MHC is HLA-B40:01 with pseudo-sequence HLA-B40:01. The binding affinity (normalized) is 0.0847.